Dataset: Full USPTO retrosynthesis dataset with 1.9M reactions from patents (1976-2016). Task: Predict the reactants needed to synthesize the given product. (1) Given the product [CH3:34][O:33][C:31](=[O:32])[CH2:30][N:5]1[C:4](=[O:3])[C:9]2([CH2:15][O:14][CH2:13][CH2:12][O:11][CH2:10]2)[N:8]([C:16]([O:18][C:19]([CH3:22])([CH3:21])[CH3:20])=[O:17])[CH2:7][C@H:6]1[C:23]1[CH:24]=[CH:25][CH:26]=[CH:27][CH:28]=1, predict the reactants needed to synthesize it. The reactants are: [H-].[Na+].[O:3]=[C:4]1[C:9]2([CH2:15][O:14][CH2:13][CH2:12][O:11][CH2:10]2)[N:8]([C:16]([O:18][C:19]([CH3:22])([CH3:21])[CH3:20])=[O:17])[CH2:7][C@@H:6]([C:23]2[CH:28]=[CH:27][CH:26]=[CH:25][CH:24]=2)[NH:5]1.Br[CH2:30][C:31]([O:33][CH3:34])=[O:32]. (2) Given the product [Br:7][C:8]1[CH:9]=[C:10]([C:11]([OH:13])=[O:12])[CH:14]=[C:15]([N+:18]([O-:20])=[O:19])[C:16]=1[C:17]([OH:1])=[O:21], predict the reactants needed to synthesize it. The reactants are: [O-:1][Mn](=O)(=O)=O.[K+].[Br:7][C:8]1[CH:9]=[C:10]([CH:14]=[C:15]([N+:18]([O-:20])=[O:19])[C:16]=1[CH3:17])[C:11]([OH:13])=[O:12].[OH2:21]. (3) Given the product [Br:14][CH2:15][C:16]([NH:6][C:3]1[CH:4]=[CH:5][O:1][N:2]=1)=[O:17], predict the reactants needed to synthesize it. The reactants are: [O:1]1[CH:5]=[CH:4][C:3]([NH2:6])=[N:2]1.CCN(CC)CC.[Br:14][CH2:15][C:16](Cl)=[O:17]. (4) Given the product [F:1][C:2]1[CH:7]=[C:6]([F:8])[CH:5]=[CH:4][C:3]=1[CH:9]([C:22]1[CH:23]=[CH:24][C:25]([F:28])=[CH:26][CH:27]=1)[C:10]1[C:18]2[C:13](=[C:14]([CH2:19][S:20]([CH3:21])=[O:40])[CH:15]=[CH:16][CH:17]=2)[NH:12][CH:11]=1, predict the reactants needed to synthesize it. The reactants are: [F:1][C:2]1[CH:7]=[C:6]([F:8])[CH:5]=[CH:4][C:3]=1[CH:9]([C:22]1[CH:27]=[CH:26][C:25]([F:28])=[CH:24][CH:23]=1)[C:10]1[C:18]2[C:13](=[C:14]([CH2:19][S:20][CH3:21])[CH:15]=[CH:16][CH:17]=2)[NH:12][CH:11]=1.ClCCl.ClC1C=CC=C(C(OO)=[O:40])C=1. (5) Given the product [C:1]([O:5][C@@H:6]([C:11]1[C:40]([CH3:41])=[C:39]([CH2:42][NH:43][CH2:44][C:45]([OH:48])([CH3:46])[CH3:47])[C:38]2=[N:49][C:35]3=[CH:36][N:37]2[C:12]=1[N:13]1[CH2:14][CH2:15][C:16]([CH3:55])([O:17][CH2:18][CH2:19][CH2:20][CH2:21][C@H:22]([CH3:52])[O:23][C:24]2[CH:25]=[CH:26][C:27]([F:51])=[CH:28][C:29]=2[C:30]2[CH:50]=[C:34]3[CH:33]=[CH:32][CH:31]=2)[CH2:53][CH2:54]1)[C:7]([OH:9])=[O:8])([CH3:2])([CH3:3])[CH3:4], predict the reactants needed to synthesize it. The reactants are: [C:1]([O:5][C@@H:6]([C:11]1[C:40]([CH3:41])=[C:39]([CH2:42][NH:43][CH2:44][C:45]([OH:48])([CH3:47])[CH3:46])[C:38]2=[N:49][C:35]3=[CH:36][N:37]2[C:12]=1[N:13]1[CH2:54][CH2:53][C:16]([CH3:55])([O:17][CH2:18][CH2:19][CH2:20][CH2:21][C@H:22]([CH3:52])[O:23][C:24]2[CH:25]=[CH:26][C:27]([F:51])=[CH:28][C:29]=2[C:30]2[CH:50]=[C:34]3[CH:33]=[CH:32][CH:31]=2)[CH2:15][CH2:14]1)[C:7]([O:9]C)=[O:8])([CH3:4])([CH3:3])[CH3:2].C(O[C@@H](C1C(C)=CC2=NC3=C(Cl)N2C=1N1CCC(C)(OCCCC[C@H](C)OC2C=CC(C)=CC=2C2C=C3C=CC=2)CC1)C(O)=O)(C)(C)C. (6) The reactants are: [C:1]([C:3]1[CH:4]=[C:5]([CH3:12])[C:6]([C:9]([OH:11])=O)=[N:7][CH:8]=1)#[N:2].CN(C(ON1N=NC2C=CC=NC1=2)=[N+](C)C)C.F[P-](F)(F)(F)(F)F.C(N(CC)C(C)C)(C)C.[NH2:46][C:47]1[CH:48]=[CH:49][C:50]([F:65])=[C:51]([C@@:53]2([CH3:64])[N:58]=[C:57]([NH2:59])[C@:56]([F:61])([CH3:60])[CH2:55][C:54]2([F:63])[F:62])[CH:52]=1. Given the product [NH2:59][C:57]1[C@:56]([F:61])([CH3:60])[CH2:55][C:54]([F:63])([F:62])[C@:53]([C:51]2[CH:52]=[C:47]([NH:46][C:9](=[O:11])[C:6]3[C:5]([CH3:12])=[CH:4][C:3]([C:1]#[N:2])=[CH:8][N:7]=3)[CH:48]=[CH:49][C:50]=2[F:65])([CH3:64])[N:58]=1, predict the reactants needed to synthesize it. (7) Given the product [F:12][C:13]1[C:19]([CH3:20])=[N:1][C:2]2[N:6]([N:5]=[CH:4][C:3]=2[C:7]([O:9][CH2:10][CH3:11])=[O:8])[C:14]=1[OH:15], predict the reactants needed to synthesize it. The reactants are: [NH2:1][C:2]1[NH:6][N:5]=[CH:4][C:3]=1[C:7]([O:9][CH2:10][CH3:11])=[O:8].[F:12][CH:13]([C:19](=O)[CH3:20])[C:14](OCC)=[O:15].